Dataset: Reaction yield outcomes from USPTO patents with 853,638 reactions. Task: Predict the reaction yield, written as a fraction of the theoretical maximum amount of product (1.0 means a 100% yield; for example, 0.34 means a 34% yield). (1) The reactants are [F:1][C:2]1[CH:3]=[N:4][CH:5]=[C:6]([N:8]2[CH:12]=[C:11]([N+:13]([O-])=O)[C:10]([CH3:16])=[N:9]2)[CH:7]=1.C(OCC)(=O)C. The catalyst is C(O)C.[Pd]. The product is [F:1][C:2]1[CH:7]=[C:6]([N:8]2[CH:12]=[C:11]([NH2:13])[C:10]([CH3:16])=[N:9]2)[CH:5]=[N:4][CH:3]=1. The yield is 0.738. (2) The reactants are [CH3:1][N:2]([CH3:22])[C:3]([N:5]1[CH2:9][CH:8]2[CH2:10][C:11]([C:20]#N)([CH2:13][CH:14]3[CH2:19][CH2:18][CH2:17][CH2:16][CH2:15]3)[CH2:12][CH:7]2[CH2:6]1)=[O:4].[H-].C([Al+]CC(C)C)C(C)C.C(C(C(C([O-])=O)O)O)([O-])=[O:34].[Na+].[K+]. The catalyst is ClCCl. The product is [CH3:1][N:2]([CH3:22])[C:3]([N:5]1[CH2:9][CH:8]2[CH2:10][C:11]([CH2:13][CH:14]3[CH2:19][CH2:18][CH2:17][CH2:16][CH2:15]3)([CH:20]=[O:34])[CH2:12][CH:7]2[CH2:6]1)=[O:4]. The yield is 0.330. (3) The reactants are [C:1]([C:4]1[CH:14]=[CH:13][C:7]([C:8]([N:10]([CH3:12])[CH3:11])=[O:9])=[CH:6][CH:5]=1)(=[O:3])[CH3:2].ClC1C=C(C2O[N:26]=[C:25]([C:28]([OH:30])=[O:29])C=2)C=CC=1F. No catalyst specified. The product is [CH3:12][N:10]([CH3:11])[C:8]([C:7]1[CH:13]=[CH:14][C:4]([C:1]2[O:3][N:26]=[C:25]([C:28]([OH:30])=[O:29])[CH:2]=2)=[CH:5][CH:6]=1)=[O:9]. The yield is 0.164. (4) The reactants are Br[C:2]1[C:11]2[C:6](=[C:7]([F:12])[CH:8]=[CH:9][CH:10]=2)[C:5](=[O:13])[N:4]([NH:14][CH2:15][CH3:16])[C:3]=1[CH3:17].C1(P(C2C=CC=CC=2)C2C3OC4C(=CC=CC=4P(C4C=CC=CC=4)C4C=CC=CC=4)C(C)(C)C=3C=CC=2)C=CC=CC=1.[C:60](=O)([O-:62])[O-:61].[Na+].[Na+].[C]=O. The catalyst is C1(C)C=CC=CC=1.C([O-])(=O)C.[Pd+2].C([O-])(=O)C. The product is [CH2:15]([NH:14][N:4]1[C:3]([CH3:17])=[C:2]([C:60]([OH:62])=[O:61])[C:11]2[C:6](=[C:7]([F:12])[CH:8]=[CH:9][CH:10]=2)[C:5]1=[O:13])[CH3:16]. The yield is 0.150. (5) The reactants are [Cl:1][C:2]1[C:10]2[N:9]=[C:8]3[N:11]([C:15]4[CH:20]=[CH:19][C:18]([Cl:21])=[CH:17][C:16]=4[Cl:22])[CH2:12][CH2:13][CH2:14][N:7]3[C:6]=2[C:5]([CH:23]([CH:25]2[CH2:27][CH2:26]2)[OH:24])=[CH:4][CH:3]=1.[C:28](OC(=O)C)(=[O:30])[CH3:29]. The catalyst is N1C=CC=CC=1. The product is [C:28]([O:24][CH:23]([C:5]1[C:6]2[N:7]3[CH2:14][CH2:13][CH2:12][N:11]([C:15]4[CH:20]=[CH:19][C:18]([Cl:21])=[CH:17][C:16]=4[Cl:22])[C:8]3=[N:9][C:10]=2[C:2]([Cl:1])=[CH:3][CH:4]=1)[CH:25]1[CH2:27][CH2:26]1)(=[O:30])[CH3:29]. The yield is 0.720. (6) The reactants are ClC(Cl)(O[C:5](=[O:11])OC(Cl)(Cl)Cl)Cl.[CH3:13][O:14][C:15]1[CH:20]=[CH:19][C:18]([C:21]2[N:22]=[C:23]([CH:34]3[CH2:39][CH2:38][NH:37][CH2:36][CH2:35]3)[S:24][C:25]=2[C:26]2[CH:31]=[CH:30][C:29]([O:32][CH3:33])=[CH:28][CH:27]=2)=[CH:17][CH:16]=1.C(N(CC)CC)C.Cl.[CH3:48][NH:49][OH:50].[Cl-].[NH4+]. The catalyst is ClCCl.O. The product is [CH3:13][O:14][C:15]1[CH:20]=[CH:19][C:18]([C:21]2[N:22]=[C:23]([CH:34]3[CH2:39][CH2:38][N:37]([C:5](=[O:11])[N:49]([OH:50])[CH3:48])[CH2:36][CH2:35]3)[S:24][C:25]=2[C:26]2[CH:31]=[CH:30][C:29]([O:32][CH3:33])=[CH:28][CH:27]=2)=[CH:17][CH:16]=1. The yield is 0.400. (7) The reactants are [OH:1][C@@H:2]1[C@H:7]([NH:8][C:9](=[O:15])[O:10][C:11]([CH3:14])([CH3:13])[CH3:12])[CH:6]=[C:5]([C:16]2[CH:21]=[CH:20][N:19]=[CH:18][C:17]=2[N+:22]([O-:24])=[O:23])[CH2:4][C@@H:3]1[CH3:25].[CH3:26][S:27](Cl)(=[O:29])=[O:28]. The catalyst is N1C=CC=CC=1. The product is [CH3:26][S:27]([O:1][C@H:2]1[C@@H:3]([CH3:25])[CH2:4][C:5]([C:16]2[CH:21]=[CH:20][N:19]=[CH:18][C:17]=2[N+:22]([O-:24])=[O:23])=[CH:6][C@H:7]1[NH:8][C:9]([O:10][C:11]([CH3:12])([CH3:13])[CH3:14])=[O:15])(=[O:29])=[O:28]. The yield is 0.460. (8) The reactants are NC1(C2C=CC(C3C(=O)C4C(=CC=C(F)C=4)OC=3C3C=CC=CC=3)=CC=2)CCC1.C(OC(=O)[NH:36][C:37]1([C:41]2[CH:46]=[CH:45][C:44]([C:47]3[C:48](=[O:67])[C:49]4[CH:50]=[CH:51][C:52]5[C:53](=[N:63][N:64]([CH3:66])[CH:65]=5)[C:54]=4[O:55][C:56]=3[C:57]3[CH:62]=[CH:61][CH:60]=[CH:59][CH:58]=3)=[CH:43][CH:42]=2)[CH2:40][CH2:39][CH2:38]1)(C)(C)C. No catalyst specified. The product is [NH2:36][C:37]1([C:41]2[CH:42]=[CH:43][C:44]([C:47]3[C:48](=[O:67])[C:49]4[CH:50]=[CH:51][C:52]5[C:53](=[N:63][N:64]([CH3:66])[CH:65]=5)[C:54]=4[O:55][C:56]=3[C:57]3[CH:62]=[CH:61][CH:60]=[CH:59][CH:58]=3)=[CH:45][CH:46]=2)[CH2:40][CH2:39][CH2:38]1. The yield is 0.830.